From a dataset of Full USPTO retrosynthesis dataset with 1.9M reactions from patents (1976-2016). Predict the reactants needed to synthesize the given product. (1) Given the product [CH2:21]([O:14][C:6]1[CH:5]=[CH:4][C:3]([O:2][CH3:1])=[C:12]2[C:7]=1[C@@H:8]1[CH2:13][C@H:11]2[CH2:10][CH2:9]1)[CH:22]=[CH2:23], predict the reactants needed to synthesize it. The reactants are: [CH3:1][O:2][C:3]1[C:12]2[C@H:11]3[CH2:13][C@H:8]([CH2:9][CH2:10]3)[C:7]=2[C:6]([OH:14])=[CH:5][CH:4]=1.C(=O)([O-])[O-].[K+].[K+].[CH2:21](Br)[CH:22]=[CH2:23].C(OC1C2CCCC=2C=CC=1CC=C)C1C=CC=CC=1. (2) Given the product [C:1]([C:4]1[CH:13]=[CH:12][C:11]([O:14][CH2:28][C:27]2[CH:30]=[CH:31][C:24]([O:23][CH3:22])=[CH:25][CH:26]=2)=[C:10]2[C:5]=1[CH:6]=[CH:7][C:8](=[O:15])[NH:9]2)(=[O:3])[CH3:2], predict the reactants needed to synthesize it. The reactants are: [C:1]([C:4]1[CH:13]=[CH:12][C:11]([OH:14])=[C:10]2[C:5]=1[CH:6]=[CH:7][C:8](=[O:15])[NH:9]2)(=[O:3])[CH3:2].C(=O)([O-])[O-].[K+].[K+].[CH3:22][O:23][C:24]1[CH:31]=[CH:30][C:27]([CH2:28]Cl)=[CH:26][CH:25]=1.